From a dataset of Full USPTO retrosynthesis dataset with 1.9M reactions from patents (1976-2016). Predict the reactants needed to synthesize the given product. (1) The reactants are: FC(F)(F)C(O)=O.[CH3:8][C:9]1(OC(=O)C(C)=C)[N:13]([C:14](=[O:18])[C:15]([CH3:17])=[CH2:16])[C:12](=[O:19])[CH2:11][CH:10]1[C:20]1[CH:25]=[CH:24][CH:23]=[CH:22][CH:21]=1. Given the product [CH2:8]=[C:9]1[N:13]([C:14](=[O:18])[C:15]([CH3:17])=[CH2:16])[C:12](=[O:19])[CH2:11][CH:10]1[C:20]1[CH:21]=[CH:22][CH:23]=[CH:24][CH:25]=1, predict the reactants needed to synthesize it. (2) Given the product [CH:3]1[C:4]2[CH2:5][CH2:6][C:7]3[CH:8]=[CH:9][CH:10]=[C:11]4[CH2:16][C:14]([C:13]=2[C:12]=34)=[CH:15][CH:2]=1, predict the reactants needed to synthesize it. The reactants are: Br[C:2]1[CH:15]=[C:14]2[CH2:16][C:11]3[C:12]4[C:13]2=[C:4]([CH2:5][CH2:6][C:7]=4[CH:8]=[C:9](Br)[CH:10]=3)[CH:3]=1.CC(C)([O-])C.[Na+].C(P(C(C)(C)C)C(C)(C)C)(C)(C)C. (3) Given the product [CH2:1]([C:3]1[N:4]=[N+:5]([O-:25])[C:6]2[CH:15]=[C:14]3[C:10]([CH2:11][CH:12]([CH2:16][CH2:17][OH:18])[CH2:13]3)=[CH:9][C:7]=2[N:8]=1)[CH3:2], predict the reactants needed to synthesize it. The reactants are: [CH2:1]([C:3]1[N:4]=[N+:5]([O-:25])[C:6]2[CH:15]=[C:14]3[C:10]([CH2:11][CH:12]([CH2:16][CH2:17][O:18]C4CCCCO4)[CH2:13]3)=[CH:9][C:7]=2[N:8]=1)[CH3:2]. (4) Given the product [C:1]([O:4][CH2:5][O:6][C:7]([C:8]1[C:9]2[O:33][B:16]([OH:17])[C@@H:15]([NH:29][C:30](=[O:32])[CH3:31])[CH2:14][C:10]=2[CH:11]=[CH:12][CH:13]=1)=[O:35])(=[O:3])[CH3:2], predict the reactants needed to synthesize it. The reactants are: [C:1]([O:4][CH2:5][O:6][C:7](=[O:35])[C:8]1[CH:13]=[CH:12][CH:11]=[C:10]([CH2:14][CH:15]([NH:29][C:30](=[O:32])[CH3:31])[B:16]2OC3C(C)(C4CC(C3)C4(C)C)[O:17]2)[C:9]=1[O:33]C)(=[O:3])[CH3:2].[Cl-].[Al+3].[Cl-].[Cl-].